Dataset: Forward reaction prediction with 1.9M reactions from USPTO patents (1976-2016). Task: Predict the product of the given reaction. (1) Given the reactants [NH2:1][C:2]1[NH:7][C:6](=[O:8])[NH:5][C:4](=[O:9])[CH:3]=1.[CH3:10][C:11]([O-])=O.[Na+].ClCC=O, predict the reaction product. The product is: [N:7]1[C:2]2[NH:1][CH:10]=[CH:11][C:3]=2[C:4]([OH:9])=[N:5][C:6]=1[OH:8]. (2) Given the reactants Cl[C:2]1[CH:3]=[CH:4][C:5](=[O:21])[N:6]([CH2:9][CH2:10][C:11]2[CH:20]=[CH:19][C:14]([C:15]([O:17][CH3:18])=[O:16])=[CH:13][CH:12]=2)[C:7]=1[CH3:8].P([O-])([O-])([O-])=O.[K+].[K+].[K+].C1(P(C2CCCCC2)[C:37]2C=CC=C[C:38]=2[C:43]2C(OC)=CC=CC=2OC)CCCCC1.Cl, predict the reaction product. The product is: [CH:43]1([C:2]2[CH:3]=[CH:4][C:5](=[O:21])[N:6]([CH2:9][CH2:10][C:11]3[CH:20]=[CH:19][C:14]([C:15]([O:17][CH3:18])=[O:16])=[CH:13][CH:12]=3)[C:7]=2[CH3:8])[CH2:38][CH2:37]1.